Dataset: Catalyst prediction with 721,799 reactions and 888 catalyst types from USPTO. Task: Predict which catalyst facilitates the given reaction. (1) Reactant: Cl.[NH2:2][CH2:3][C:4]1[CH:13]=[CH:12][CH:11]=[C:10]2[C:5]=1[C:6](=[O:23])[N:7]([CH:15]1[CH2:20][CH2:19][C:18](=[O:21])[NH:17][C:16]1=[O:22])[C:8]([CH3:14])=[N:9]2.[CH:24]1([C:27](Cl)=[O:28])[CH2:26][CH2:25]1.C(N(CC)C(C)C)(C)C. Product: [O:22]=[C:16]1[CH:15]([N:7]2[C:6](=[O:23])[C:5]3[C:10](=[CH:11][CH:12]=[CH:13][C:4]=3[CH2:3][NH:2][C:27]([CH:24]3[CH2:26][CH2:25]3)=[O:28])[N:9]=[C:8]2[CH3:14])[CH2:20][CH2:19][C:18](=[O:21])[NH:17]1. The catalyst class is: 10. (2) Reactant: C1C2C(COC([N:18]3[CH2:23][CH2:22][N:21]([C:24]([O:26][C:27]([CH3:30])([CH3:29])[CH3:28])=[O:25])[CH2:20][CH:19]3[CH2:31][C:32]([OH:34])=[O:33])=O)C3C(=CC=CC=3)C=2C=CC=1.C(=O)([O-])[O-].[K+].[K+].Br[CH2:42][C:43]([C:45]1[CH:50]=[CH:49][C:48]([F:51])=[CH:47][CH:46]=1)=[O:44]. Product: [C:27]([O:26][C:24]([N:21]1[CH2:22][CH2:23][NH:18][CH:19]([CH2:31][C:32]([O:34][CH2:42][C:43]([C:45]2[CH:50]=[CH:49][C:48]([F:51])=[CH:47][CH:46]=2)=[O:44])=[O:33])[CH2:20]1)=[O:25])([CH3:28])([CH3:29])[CH3:30]. The catalyst class is: 3. (3) Reactant: Cl[CH2:2][C@:3]([C:8]1[CH:13]=[CH:12][C:11]([F:14])=[CH:10][C:9]=1[F:15])([OH:7])[C@H:4]([OH:6])[CH3:5].C[O-].[Na+].O. Product: [O:7]1[C@:3]([C:8]2[CH:13]=[CH:12][C:11]([F:14])=[CH:10][C:9]=2[F:15])([C@H:4]([OH:6])[CH3:5])[CH2:2]1. The catalyst class is: 5. (4) Reactant: [NH:1]1[C:9]2[C:4](=[CH:5][CH:6]=[CH:7][CH:8]=2)[CH:3]=[N:2]1.[H-].[Na+].Br[CH2:13][C@H:14]([CH3:17])[CH2:15][OH:16].O. Product: [N:1]1([CH2:13][C@@H:14]([CH3:17])[CH2:15][OH:16])[C:9]2[C:4](=[CH:5][CH:6]=[CH:7][CH:8]=2)[CH:3]=[N:2]1. The catalyst class is: 9. (5) Reactant: Cl.Cl.[NH2:3][C:4]1[CH:36]=[CH:35][C:7]([O:8][C:9]2[CH:10]=[CH:11][C:12]3[N:16]=[C:15]([CH2:17][O:18][C:19]4[CH:32]=[CH:31][C:22]([CH2:23][CH:24]5[S:28][C:27](=[O:29])[NH:26][C:25]5=[O:30])=[CH:21][CH:20]=4)[N:14]([CH3:33])[C:13]=3[CH:34]=2)=[CH:6][CH:5]=1.Cl.Cl.[CH:39](NC1C=C(C=CC=1)OC1C=CC2N=C(COC3C=CC(CC4SC(=O)NC4=O)=CC=3)N(C)C=2C=1)([CH3:41])[CH3:40]. The catalyst class is: 21. Product: [CH:39]([NH:3][C:4]1[CH:36]=[CH:35][C:7]([O:8][C:9]2[CH:10]=[CH:11][C:12]3[N:16]=[C:15]([CH2:17][O:18][C:19]4[CH:32]=[CH:31][C:22]([CH2:23][CH:24]5[S:28][C:27](=[O:29])[NH:26][C:25]5=[O:30])=[CH:21][CH:20]=4)[N:14]([CH3:33])[C:13]=3[CH:34]=2)=[CH:6][CH:5]=1)([CH3:41])[CH3:40]. (6) Reactant: [F:1][C:2]([F:15])([F:14])[C:3]1[CH:4]=[C:5]([CH:7]=[C:8]([C:10]([F:13])([F:12])[F:11])[CH:9]=1)[NH2:6].C[O:17][CH:18]1[CH:22]([CH:23]=O)[CH2:21][CH:20](OC)O1. Product: [F:1][C:2]([F:14])([F:15])[C:3]1[CH:4]=[C:5]([N:6]2[CH:20]=[CH:21][C:22]([CH:18]=[O:17])=[CH:23]2)[CH:7]=[C:8]([C:10]([F:11])([F:12])[F:13])[CH:9]=1. The catalyst class is: 15.